This data is from Forward reaction prediction with 1.9M reactions from USPTO patents (1976-2016). The task is: Predict the product of the given reaction. (1) Given the reactants [F:1][C:2]([F:15])([F:14])[O:3][C:4]1[CH:5]=[C:6]2[C:10](=[CH:11][CH:12]=1)[NH:9][C:8](=[O:13])[CH2:7]2.[NH:16]1[C:20]2[CH:21]=[CH:22][C:23]([CH:25]=O)=[CH:24][C:19]=2[N:18]=[N:17]1.N1CCCCC1, predict the reaction product. The product is: [NH:16]1[C:20]2[CH:21]=[CH:22][C:23](/[CH:25]=[C:7]3/[C:8](=[O:13])[NH:9][C:10]4[C:6]/3=[CH:5][C:4]([O:3][C:2]([F:1])([F:14])[F:15])=[CH:12][CH:11]=4)=[CH:24][C:19]=2[N:18]=[N:17]1. (2) Given the reactants [NH2:1][C:2]1[O:3][C:4]([C:7]2[CH:8]=[CH:9][C:10]3[O:16][CH2:15][CH2:14][N:13](C(OC(C)(C)C)=O)[CH2:12][C:11]=3[CH:24]=2)=[CH:5][N:6]=1.Cl, predict the reaction product. The product is: [O:16]1[C:10]2[CH:9]=[CH:8][C:7]([C:4]3[O:3][C:2]([NH2:1])=[N:6][CH:5]=3)=[CH:24][C:11]=2[CH2:12][NH:13][CH2:14][CH2:15]1.